From a dataset of Peptide-MHC class I binding affinity with 185,985 pairs from IEDB/IMGT. Regression. Given a peptide amino acid sequence and an MHC pseudo amino acid sequence, predict their binding affinity value. This is MHC class I binding data. The peptide sequence is QEILDLWVY. The MHC is HLA-B44:03 with pseudo-sequence HLA-B44:03. The binding affinity (normalized) is 0.524.